Dataset: Forward reaction prediction with 1.9M reactions from USPTO patents (1976-2016). Task: Predict the product of the given reaction. (1) Given the reactants [NH2:1][C@@H:2]([C:6]([S:9][CH:10]([CH3:12])[CH3:11])([CH3:8])[CH3:7])[C:3]([OH:5])=[O:4].O1CCOCC1.[OH-].[Na+].Cl[C:22]([O:24][CH:25]([CH3:27])[CH3:26])=[O:23], predict the reaction product. The product is: [CH:25]([O:24][C:22]([NH:1][C@@H:2]([C:6]([S:9][CH:10]([CH3:12])[CH3:11])([CH3:7])[CH3:8])[C:3]([OH:5])=[O:4])=[O:23])([CH3:27])[CH3:26]. (2) Given the reactants Cl[C:2]1[CH:7]=[N:6][C:5]([C:8]([F:11])([F:10])[F:9])=[CH:4][N:3]=1.[CH3:12][Sn:13]([CH3:19])([CH3:18])[Sn:13]([CH3:19])([CH3:18])[CH3:12], predict the reaction product. The product is: [F:9][C:8]([F:11])([F:10])[C:5]1[CH:4]=[N:3][C:2]([Sn:13]([CH3:19])([CH3:18])[CH3:12])=[CH:7][N:6]=1. (3) Given the reactants [O:1]=[C:2]1[C:10]2[C:5](=[CH:6][CH:7]=[CH:8][CH:9]=2)[C:4](=[O:11])[N:3]1[CH2:12][CH2:13][CH:14]([CH:18]([OH:28])[CH2:19][CH2:20][C:21]1[CH:26]=[CH:25][C:24](I)=[CH:23][CH:22]=1)[C:15]([OH:17])=[O:16].[O:29]1[C:33]2[CH:34]=[CH:35][CH:36]=[CH:37][C:32]=2[CH:31]=[C:30]1B(O)O.C(=O)([O-])[O-].[Cs+].[Cs+], predict the reaction product. The product is: [O:29]1[C:33]2[CH:34]=[CH:35][CH:36]=[CH:37][C:32]=2[CH:31]=[C:30]1[C:24]1[CH:25]=[CH:26][C:21]([CH2:20][CH2:19][CH:18]([OH:28])[CH:14]([CH2:13][CH2:12][N:3]2[C:2](=[O:1])[C:10]3[C:5](=[CH:6][CH:7]=[CH:8][CH:9]=3)[C:4]2=[O:11])[C:15]([OH:17])=[O:16])=[CH:22][CH:23]=1. (4) The product is: [F:25][C:16]1[C:17]([O:24][C:2]2[N:7]=[CH:6][CH:5]=[CH:4][N:3]=2)=[C:18]([CH:21]([CH3:23])[CH3:22])[CH:19]=[CH:20][C:15]=1[C:12]1[N:13]=[CH:14][C:9]([NH2:8])=[N:10][CH:11]=1. Given the reactants Cl[C:2]1[N:7]=[CH:6][CH:5]=[CH:4][N:3]=1.[NH2:8][C:9]1[N:10]=[CH:11][C:12]([C:15]2[C:16]([F:25])=[C:17]([OH:24])[C:18]([CH:21]([CH3:23])[CH3:22])=[CH:19][CH:20]=2)=[N:13][CH:14]=1, predict the reaction product. (5) Given the reactants [Cl:1][C:2]1[CH:3]=[C:4]([S:9](Cl)(=[O:11])=[O:10])[CH:5]=[C:6]([F:8])[CH:7]=1.[OH-].[NH4+:14].[Cl-].[NH4+], predict the reaction product. The product is: [Cl:1][C:2]1[CH:3]=[C:4]([S:9]([NH2:14])(=[O:11])=[O:10])[CH:5]=[C:6]([F:8])[CH:7]=1. (6) Given the reactants [F:1][CH2:2][CH2:3][O:4][C:5]1[CH:6]=[C:7]([CH:11]=[CH:12][C:13]=1[O:14][CH3:15])[C:8](=[S:10])[NH2:9].Br[CH:17]([CH3:25])[C:18](=O)[C:19]([O:21][CH2:22][CH3:23])=[O:20], predict the reaction product. The product is: [F:1][CH2:2][CH2:3][O:4][C:5]1[CH:6]=[C:7]([C:8]2[S:10][C:17]([CH3:25])=[C:18]([C:19]([O:21][CH2:22][CH3:23])=[O:20])[N:9]=2)[CH:11]=[CH:12][C:13]=1[O:14][CH3:15]. (7) Given the reactants [Cl:1][C:2]1[C:3]([NH:9][S:10]([C:13]2[CH:22]=[CH:21][C:16]([C:17]([O:19][CH3:20])=[O:18])=[CH:15][CH:14]=2)(=[O:12])=[O:11])=[N:4][CH:5]=[C:6]([Cl:8])[CH:7]=1.Br[CH2:24][C:25]1[CH:30]=[CH:29][C:28]([F:31])=[C:27]([C:32]([F:35])([F:34])[F:33])[CH:26]=1, predict the reaction product. The product is: [Cl:1][C:2]1[C:3]([N:9]([CH2:24][C:25]2[CH:30]=[CH:29][C:28]([F:31])=[C:27]([C:32]([F:35])([F:33])[F:34])[CH:26]=2)[S:10]([C:13]2[CH:14]=[CH:15][C:16]([C:17]([O:19][CH3:20])=[O:18])=[CH:21][CH:22]=2)(=[O:12])=[O:11])=[N:4][CH:5]=[C:6]([Cl:8])[CH:7]=1.